Dataset: Full USPTO retrosynthesis dataset with 1.9M reactions from patents (1976-2016). Task: Predict the reactants needed to synthesize the given product. (1) Given the product [NH2:16][C:2]1[C:3]2[C:4](=[C:8]([C:11]([O:13][CH2:14][CH3:15])=[O:12])[S:9][N:10]=2)[N:5]=[CH:6][N:7]=1, predict the reactants needed to synthesize it. The reactants are: O[C:2]1[C:3]2[C:4](=[C:8]([C:11]([O:13][CH2:14][CH3:15])=[O:12])[S:9][N:10]=2)[N:5]=[CH:6][N:7]=1.[N:16]1C(C)=CC=CC=1C.P(Cl)(Cl)(Cl)=O.N1C=NC=N1.N. (2) Given the product [OH:16][CH:15]([CH2:17][C:42]([N:34]1[CH:38]=[CH:37][N:36]=[CH:35]1)=[O:43])[CH2:14][O:13][C:12]1[CH:11]=[C:10]2[C:5]([C:6]([O:18][C:19]3[CH:24]=[CH:23][C:22]([CH3:25])=[CH:21][C:20]=3[C:26]([C:28]3[CH:29]=[CH:30][CH:31]=[CH:32][CH:33]=3)=[O:27])=[CH:7][CH:8]=[N:9]2)=[CH:4][C:3]=1[O:2][CH3:1], predict the reactants needed to synthesize it. The reactants are: [CH3:1][O:2][C:3]1[CH:4]=[C:5]2[C:10](=[CH:11][C:12]=1[O:13][CH2:14][CH:15]1[CH2:17][O:16]1)[N:9]=[CH:8][CH:7]=[C:6]2[O:18][C:19]1[CH:24]=[CH:23][C:22]([CH3:25])=[CH:21][C:20]=1[C:26]([C:28]1[CH:33]=[CH:32][CH:31]=[CH:30][CH:29]=1)=[O:27].[NH:34]1[CH:38]=[CH:37][N:36]=[CH:35]1.O.CN(C)[CH:42]=[O:43]. (3) Given the product [CH3:1][N:2]([CH3:19])[CH2:3][CH2:4][O:5][C:6]1[CH:11]=[CH:10][C:9]([NH:12][C:28]([NH:27][C:24]2[CH:25]=[CH:26][C:21]([F:20])=[CH:22][CH:23]=2)=[O:29])=[CH:8][C:7]=1[C:13]1[N:14]([CH3:18])[N:15]=[CH:16][CH:17]=1, predict the reactants needed to synthesize it. The reactants are: [CH3:1][N:2]([CH3:19])[CH2:3][CH2:4][O:5][C:6]1[CH:11]=[CH:10][C:9]([NH2:12])=[CH:8][C:7]=1[C:13]1[N:14]([CH3:18])[N:15]=[CH:16][CH:17]=1.[F:20][C:21]1[CH:26]=[CH:25][C:24]([N:27]=[C:28]=[O:29])=[CH:23][CH:22]=1. (4) The reactants are: OO.FC(F)(F)C(OC(=O)C(F)(F)F)=[O:6].[CH3:16][C:17]1[CH:18]=[CH:19][C:20]2[N+:25]([O-:26])=[N:24][C:23]([NH:27][CH2:28][CH2:29][CH2:30][N:31]3[CH2:36][CH2:35][O:34][CH2:33][CH2:32]3)=[N:22][C:21]=2[CH:37]=1.FC(F)(F)C(O)=O. Given the product [CH3:16][C:17]1[CH:18]=[CH:19][C:20]2[N+:25]([O-:26])=[N:24][C:23]([NH:27][CH2:28][CH2:29][CH2:30][N:31]3[CH2:36][CH2:35][O:34][CH2:33][CH2:32]3)=[N+:22]([O-:6])[C:21]=2[CH:37]=1, predict the reactants needed to synthesize it.